Dataset: Full USPTO retrosynthesis dataset with 1.9M reactions from patents (1976-2016). Task: Predict the reactants needed to synthesize the given product. (1) The reactants are: [CH:1]([O:4][C:5]1[CH:10]=[CH:9][N:8]=[C:7]2[NH:11][CH:12]=[CH:13][C:6]=12)([CH3:3])[CH3:2].C1C(=O)N([I:21])C(=O)C1. Given the product [I:21][C:13]1[C:6]2[C:7](=[N:8][CH:9]=[CH:10][C:5]=2[O:4][CH:1]([CH3:3])[CH3:2])[NH:11][CH:12]=1, predict the reactants needed to synthesize it. (2) Given the product [CH2:17]([O:16][C:14]([N:5]1[CH2:6][CH2:7][CH:8]([C:11](=[O:13])[N:23]([O:24][CH3:25])[CH3:22])[CH2:9][CH2:10]1)=[O:15])[CH2:20][CH2:1][CH3:2], predict the reactants needed to synthesize it. The reactants are: [CH2:1](Cl)[CH2:2]Cl.[N:5]1([C:14]([O:16][C:17]([CH3:20])(C)C)=[O:15])[CH2:10][CH2:9][CH:8]([C:11]([O-:13])=O)[CH2:7][CH2:6]1.Cl.[CH3:22][NH:23][O:24][CH3:25].C(N(CC)CC)C. (3) Given the product [C:21]([O:20][C:18](=[O:19])[N:17]([O:16][C:13](=[O:15])[CH3:14])[S:7]([C:3]1[S:4][CH:5]=[CH:6][C:2]=1[Br:1])(=[O:9])=[O:8])([CH3:24])([CH3:22])[CH3:23], predict the reactants needed to synthesize it. The reactants are: [Br:1][C:2]1[CH:6]=[CH:5][S:4][C:3]=1[S:7](Cl)(=[O:9])=[O:8].[H-].[Na+].[C:13]([O:16][NH:17][C:18]([O:20][C:21]([CH3:24])([CH3:23])[CH3:22])=[O:19])(=[O:15])[CH3:14].